From a dataset of Full USPTO retrosynthesis dataset with 1.9M reactions from patents (1976-2016). Predict the reactants needed to synthesize the given product. The reactants are: [Cl:1][C:2]1[CH:7]=[CH:6][C:5]([N:8]2[C:17](=[O:18])[C:16]3[C:11](=[CH:12][C:13]([O:19]C)=[CH:14][CH:15]=3)[N:10]=[C:9]2[CH2:21][CH3:22])=[CH:4][CH:3]=1. Given the product [Cl:1][C:2]1[CH:3]=[CH:4][C:5]([N:8]2[C:17](=[O:18])[C:16]3[C:11](=[CH:12][C:13]([OH:19])=[CH:14][CH:15]=3)[N:10]=[C:9]2[CH2:21][CH3:22])=[CH:6][CH:7]=1, predict the reactants needed to synthesize it.